This data is from Catalyst prediction with 721,799 reactions and 888 catalyst types from USPTO. The task is: Predict which catalyst facilitates the given reaction. (1) Reactant: C[O:2][C:3]1[CH:8]=[CH:7][C:6]([O:9]C)=[CH:5][C:4]=1[C:11](=[O:20])[CH2:12][C:13]1[CH:18]=[CH:17][C:16]([F:19])=[CH:15][CH:14]=1.N#N.B(Br)(Br)Br. Product: [OH:2][C:3]1[CH:8]=[CH:7][C:6]([OH:9])=[CH:5][C:4]=1[C:11](=[O:20])[CH2:12][C:13]1[CH:18]=[CH:17][C:16]([F:19])=[CH:15][CH:14]=1. The catalyst class is: 4. (2) Reactant: [CH3:1][C:2]1[CH:10]=[CH:9][CH:8]=[C:7]2[C:3]=1[CH2:4][CH2:5][CH:6]2O.C1(P([N:26]=[N+:27]=[N-:28])(C2C=CC=CC=2)=O)C=CC=CC=1.N12CCCN=C1CCCCC2.O. Product: [N:26]([CH:6]1[C:7]2[C:3](=[C:2]([CH3:1])[CH:10]=[CH:9][CH:8]=2)[CH2:4][CH2:5]1)=[N+:27]=[N-:28]. The catalyst class is: 1. (3) Reactant: [O:1]=[C:2]([N:6]1[CH2:11][CH2:10][CH:9]([N:12]2[C:20]3[C:19]([O:21][C:22]4[CH:27]=[CH:26][C:25]([O:28][C:29]5[CH:34]=[CH:33][CH:32]=[CH:31][CH:30]=5)=[CH:24][CH:23]=4)=[N:18][CH:17]=[N:16][C:15]=3[CH:14]=[CH:13]2)[CH2:8][CH2:7]1)[CH2:3][C:4]#[N:5].[CH:35](=O)[CH2:36][CH2:37][CH3:38].N1CCNCC1. Product: [O:28]([C:25]1[CH:26]=[CH:27][C:22]([O:21][C:19]2[C:20]3[N:12]([CH:9]4[CH2:10][CH2:11][N:6]([C:2](/[C:3](=[CH:35]/[CH2:36][CH2:37][CH3:38])/[C:4]#[N:5])=[O:1])[CH2:7][CH2:8]4)[CH:13]=[CH:14][C:15]=3[N:16]=[CH:17][N:18]=2)=[CH:23][CH:24]=1)[C:29]1[CH:34]=[CH:33][CH:32]=[CH:31][CH:30]=1. The catalyst class is: 34. (4) Reactant: [CH2:1]([S:4](Cl)(=[O:6])=[O:5])[CH2:2][CH3:3].C([O-])([O-])=O.[Na+].[Na+].[NH2:14][C:15]1[CH:16]=[CH:17][C:18]([F:24])=[C:19]([CH:23]=1)[C:20]([OH:22])=[O:21]. Product: [F:24][C:18]1[CH:17]=[CH:16][C:15]([NH:14][S:4]([CH2:1][CH2:2][CH3:3])(=[O:6])=[O:5])=[CH:23][C:19]=1[C:20]([OH:22])=[O:21]. The catalyst class is: 6. (5) Reactant: Cl.[NH2:2][C@H:3]([C:14]([O:16][CH3:17])=[O:15])[CH2:4][C:5]1[C:13]2[C:8](=[CH:9][CH:10]=[CH:11][CH:12]=2)[NH:7][CH:6]=1.C(N(CC)CC)C.[C:25](O)(=[O:34])[CH:26]=[CH:27][C:28]1[CH:33]=[CH:32][CH:31]=[CH:30][CH:29]=1.CCN=C=NCCCN(C)C.Cl. Product: [C:28]1([CH:27]=[CH:26][C:25]([NH:2][C@H:3]([C:14]([O:16][CH3:17])=[O:15])[CH2:4][C:5]2[C:13]3[C:8](=[CH:9][CH:10]=[CH:11][CH:12]=3)[NH:7][CH:6]=2)=[O:34])[CH:33]=[CH:32][CH:31]=[CH:30][CH:29]=1. The catalyst class is: 2. (6) Reactant: C(C1C=C(C(NS(C2C=CC(F)=C(F)C=2)(=O)=O)C)C=CC=1C1C=C(F)C=CC=1OC)C=C.C(OC(C1C(C2C=C(F)C=CC=2OC)=CC=C(C(N)C)C=1)=O)C.CC1C(S(Cl)(=O)=O)=C(C)ON=1.[CH2:67]([O:69][C:70]([C:72]1[C:73]([C:91]2[CH:96]=[C:95]([F:97])[CH:94]=[CH:93][C:92]=2[O:98][CH3:99])=[CH:74][CH:75]=[C:76]([CH:78]([NH:80][S:81]([C:84]2[C:85]([CH3:90])=[N:86][O:87][C:88]=2[CH3:89])(=[O:83])=[O:82])[CH3:79])[CH:77]=1)=[O:71])[CH3:68].[H-].[Al+3].[Li+].[H-].[H-].[H-].Cl. Product: [CH2:67]([O:69][C:70]([C:72]1[C:73]([C:91]2[CH:96]=[C:95]([F:97])[CH:94]=[CH:93][C:92]=2[O:98][CH3:99])=[CH:74][CH:75]=[C:76]([CH:78]([NH:80][S:81]([C:84]2[C:85]([CH3:90])=[N:86][O:87][C:88]=2[CH3:89])(=[O:83])=[O:82])[CH3:79])[CH:77]=1)=[O:71])[CH3:68].[F:97][C:95]1[CH:94]=[CH:93][C:92]([O:98][CH3:99])=[C:91]([C:73]2[CH:74]=[CH:75][C:76]([CH:78]([NH:80][S:81]([C:84]3[C:85]([CH3:90])=[N:86][O:87][C:88]=3[CH3:89])(=[O:83])=[O:82])[CH3:79])=[CH:77][C:72]=2[CH2:70][OH:69])[CH:96]=1. The catalyst class is: 7.